From a dataset of Drug-induced liver injury (DILI) classification data. Regression/Classification. Given a drug SMILES string, predict its toxicity properties. Task type varies by dataset: regression for continuous values (e.g., LD50, hERG inhibition percentage) or binary classification for toxic/non-toxic outcomes (e.g., AMES mutagenicity, cardiotoxicity, hepatotoxicity). Dataset: dili. (1) The molecule is CC1OC(OC2C(O)CC(OC3C(O)CC(OC4CCC5(C)C(CCC6C5CC(O)C5(C)C(C7=CC(=O)OC7)CCC65O)C4)OC3C)OC2C)CC(O)C1O. The result is 0 (no liver injury). (2) The drug is NCCc1ccc(O)c(O)c1. The result is 0 (no liver injury). (3) The compound is CCCSc1ccc2nc(NC(=O)OC)[nH]c2c1. The result is 1 (causes liver injury). (4) The drug is CC(C)(N)Cc1ccccc1. The result is 0 (no liver injury). (5) The drug is CCN(CC)CCOCCOC(=O)C1(c2ccccc2)CCCC1. The result is 0 (no liver injury). (6) The result is 1 (causes liver injury). The molecule is NC1C2CN(c3nc4c(cc3F)c(=O)c(C(=O)O)cn4-c3ccc(F)cc3F)CC12. (7) The drug is COc1ccc(CC(N)C(=O)NC2C(CO)OC(n3cnc4c(N(C)C)ncnc43)C2O)cc1. The result is 1 (causes liver injury). (8) The molecule is CC1NC(=O)C(N)CNC(=O)C(C2CCN=C(N)N2)NC(=O)C(=CNC(N)=O)NC(=O)C(CNC(=O)CC(N)CCCN)NC1=O.NCCCC(N)CC(=O)NCC1NC(=O)C(CO)NC(=O)C(N)CNC(=O)C(C2CCN=C(N)N2)NC(=O)C(=CNC(N)=O)NC1=O. The result is 0 (no liver injury). (9) The compound is CCn1cc(C(=O)O)c(=O)c2ccc(C)nc21. The result is 1 (causes liver injury).